Dataset: Full USPTO retrosynthesis dataset with 1.9M reactions from patents (1976-2016). Task: Predict the reactants needed to synthesize the given product. (1) Given the product [C:16]([N:1]1[CH2:6][CH2:5][CH:4]([C:7]2[CH:15]=[CH:14][C:10]([C:11]([OH:13])=[O:12])=[CH:9][CH:8]=2)[CH2:3][CH2:2]1)(=[O:18])[CH3:17], predict the reactants needed to synthesize it. The reactants are: [NH:1]1[CH2:6][CH2:5][CH:4]([C:7]2[CH:15]=[CH:14][C:10]([C:11]([OH:13])=[O:12])=[CH:9][CH:8]=2)[CH2:3][CH2:2]1.[C:16](OC(=O)C)(=[O:18])[CH3:17]. (2) Given the product [CH2:1]([O:3][C:4]([C@@H:6]1[CH2:10][CH2:9][CH:8]([CH:11]=[CH2:12])[N:7]1[C:23]([O:25][C:26]([CH3:27])([CH3:29])[CH3:28])=[O:24])=[O:5])[CH3:2], predict the reactants needed to synthesize it. The reactants are: [CH2:1]([O:3][C:4]([C@@H:6]1[CH2:10][CH2:9][CH:8]([CH2:11][CH2:12][Se]C2C=CC=CC=2[N+]([O-])=O)[N:7]1[C:23]([O:25][C:26]([CH3:29])([CH3:28])[CH3:27])=[O:24])=[O:5])[CH3:2].N1C=CC=CC=1.OO. (3) Given the product [S:1]1[C:5]2[CH:6]=[CH:7][CH:8]=[CH:9][C:4]=2[N:3]=[C:2]1[C:10]1[C:15]([OH:16])=[N:14][C:13]([CH:17]2[CH2:18][CH2:19][NH:20][CH2:21][CH2:22]2)=[N:12][C:11]=1[Cl:30], predict the reactants needed to synthesize it. The reactants are: [S:1]1[C:5]2[CH:6]=[CH:7][CH:8]=[CH:9][C:4]=2[N:3]=[C:2]1[C:10]1[C:11]([Cl:30])=[N:12][C:13]([CH:17]2[CH2:22][CH2:21][N:20](C(OC(C)(C)C)=O)[CH2:19][CH2:18]2)=[N:14][C:15]=1[OH:16].Cl.